From a dataset of Forward reaction prediction with 1.9M reactions from USPTO patents (1976-2016). Predict the product of the given reaction. (1) Given the reactants [CH3:1][NH:2][CH2:3][CH2:4][CH:5]=[CH2:6].C(N(CC)CC)C.[C:14](Cl)(=[O:21])[C:15]1[CH:20]=[CH:19][CH:18]=[CH:17][CH:16]=1, predict the reaction product. The product is: [CH3:1][N:2]([CH2:3][CH2:4][CH:5]=[CH2:6])[C:14](=[O:21])[C:15]1[CH:20]=[CH:19][CH:18]=[CH:17][CH:16]=1. (2) Given the reactants [Br:1][C:2]1[CH:7]=[CH:6][C:5]([NH:8][C:9]2[CH:14]=[C:13]([O:15][CH3:16])[CH:12]=[CH:11][C:10]=2[N+:17]([O-])=O)=[CH:4][CH:3]=1.O.O.[Sn](Cl)Cl.[OH-].[Na+], predict the reaction product. The product is: [Br:1][C:2]1[CH:7]=[CH:6][C:5]([NH:8][C:9]2[C:10]([NH2:17])=[CH:11][CH:12]=[C:13]([O:15][CH3:16])[CH:14]=2)=[CH:4][CH:3]=1. (3) Given the reactants [C:1]([N:4]1[C:12]2[C:7](=[CH:8][CH:9]=[C:10]([C:13]([O:15][CH3:16])=[O:14])[CH:11]=2)[C:6](=[O:17])[CH2:5]1)(=[O:3])[CH3:2].[CH:18](OC)(OC)OC.C1(C)C=CC(S(O)(=O)=O)=CC=1, predict the reaction product. The product is: [C:1]([N:4]1[C:12]2[C:7](=[CH:8][CH:9]=[C:10]([C:13]([O:15][CH3:16])=[O:14])[CH:11]=2)[C:6]([O:17][CH3:18])=[CH:5]1)(=[O:3])[CH3:2]. (4) Given the reactants [Cl:1][C:2]1[C:11]2[NH:10]C(=O)[O:8][C:7](=O)[C:6]=2[CH:5]=[C:4]([C:14]([F:17])([F:16])[F:15])[C:3]=1[CH2:18][N:19]1[CH2:24][CH2:23][N:22]([C:25]([O:27][C:28]([CH3:31])([CH3:30])[CH3:29])=[O:26])[CH2:21][CH2:20]1.[Cl:32][C:33]1[CH:34]=[CH:35][C:36]([S:41]([CH2:44][CH3:45])(=[O:43])=[O:42])=[C:37]([NH:39][NH2:40])[CH:38]=1, predict the reaction product. The product is: [NH2:10][C:11]1[C:2]([Cl:1])=[C:3]([CH2:18][N:19]2[CH2:24][CH2:23][N:22]([C:25]([O:27][C:28]([CH3:29])([CH3:30])[CH3:31])=[O:26])[CH2:21][CH2:20]2)[C:4]([C:14]([F:16])([F:15])[F:17])=[CH:5][C:6]=1[C:7](=[O:8])[NH:40][NH:39][C:37]1[CH:38]=[C:33]([Cl:32])[CH:34]=[CH:35][C:36]=1[S:41]([CH2:44][CH3:45])(=[O:43])=[O:42]. (5) Given the reactants [H-].[Na+].[CH3:3][S:4]([NH2:7])(=[O:6])=[O:5].[CH2:8]([C@@H:15]1[CH2:19][O:18][C:17](=[O:20])[N:16]1[C:21]1[CH:22]=[C:23]([CH:27]2[C:36]([CH3:38])([CH3:37])[CH2:35][C:34]3[C:29](=[CH:30][CH:31]=[C:32]([C:39](O)=[O:40])[CH:33]=3)[NH:28]2)[CH:24]=[CH:25][CH:26]=1)[C:9]1[CH:14]=[CH:13][CH:12]=[CH:11][CH:10]=1.C(N1C=CN=C1)(N1C=CN=C1)=O, predict the reaction product. The product is: [CH2:8]([C@@H:15]1[CH2:19][O:18][C:17](=[O:20])[N:16]1[C:21]1[CH:22]=[C:23]([CH:27]2[C:36]([CH3:38])([CH3:37])[CH2:35][C:34]3[C:29](=[CH:30][CH:31]=[C:32]([C:39]([NH:7][S:4]([CH3:3])(=[O:6])=[O:5])=[O:40])[CH:33]=3)[NH:28]2)[CH:24]=[CH:25][CH:26]=1)[C:9]1[CH:14]=[CH:13][CH:12]=[CH:11][CH:10]=1.